This data is from Peptide-MHC class I binding affinity with 185,985 pairs from IEDB/IMGT. The task is: Regression. Given a peptide amino acid sequence and an MHC pseudo amino acid sequence, predict their binding affinity value. This is MHC class I binding data. The peptide sequence is YPGIKVRQL. The MHC is HLA-B45:01 with pseudo-sequence HLA-B45:01. The binding affinity (normalized) is 0.